This data is from Full USPTO retrosynthesis dataset with 1.9M reactions from patents (1976-2016). The task is: Predict the reactants needed to synthesize the given product. (1) Given the product [NH2:33][C:29]1[CH:28]=[C:27]([C:6]2[C:7]3[N:14]([CH3:15])[C:13](=[O:16])[C:12]([F:17])=[C:11]([NH:18][C:19]4[CH:24]=[CH:23][C:22]([I:25])=[CH:21][C:20]=4[F:26])[C:8]=3[C:9](=[O:10])[N:4]([CH:1]3[CH2:2][CH2:3]3)[N:5]=2)[CH:32]=[CH:31][CH:30]=1, predict the reactants needed to synthesize it. The reactants are: [CH:1]1([N:4]2[C:9](=[O:10])[C:8]3[C:11]([NH:18][C:19]4[CH:24]=[CH:23][C:22]([I:25])=[CH:21][C:20]=4[F:26])=[C:12]([F:17])[C:13](=[O:16])[N:14]([CH3:15])[C:7]=3[C:6]([C:27]3[CH:32]=[CH:31][CH:30]=[C:29]([N+:33]([O-])=O)[CH:28]=3)=[N:5]2)[CH2:3][CH2:2]1. (2) Given the product [F:18][C:17]([F:20])([F:19])[C:15]([O-:21])=[O:16].[C:13]([CH:10]1[CH2:11][CH2:12][NH2+:8][CH2:9]1)#[CH:14], predict the reactants needed to synthesize it. The reactants are: C(OC([N:8]1[CH2:12][CH2:11][CH:10]([C:13]#[CH:14])[CH2:9]1)=O)(C)(C)C.[C:15]([OH:21])([C:17]([F:20])([F:19])[F:18])=[O:16]. (3) Given the product [C:24]([C:25]1[CH:30]=[CH:29][C:28]([C@@H:31]2[CH2:40][CH2:39][CH2:38][C@H:37]3[N:32]2[C:33](=[O:56])/[C:34](=[CH:41]/[C:42]2[CH:47]=[CH:46][C:45]([N:48]4[CH:52]=[C:51]([CH3:53])[N:50]=[CH:49]4)=[C:44]([O:54][CH3:55])[CH:43]=2)/[CH2:35][CH2:36]3)=[CH:27][CH:26]=1)#[N:73], predict the reactants needed to synthesize it. The reactants are: CC(OI1(OC(C)=O)(OC(C)=O)OC(=O)C2C=CC=CC1=2)=O.O[CH2:24][C:25]1[CH:30]=[CH:29][C:28]([C@@H:31]2[CH2:40][CH2:39][CH2:38][C@H:37]3[N:32]2[C:33](=[O:56])/[C:34](=[CH:41]/[C:42]2[CH:47]=[CH:46][C:45]([N:48]4[CH:52]=[C:51]([CH3:53])[N:50]=[CH:49]4)=[C:44]([O:54][CH3:55])[CH:43]=2)/[CH2:35][CH2:36]3)=[CH:27][CH:26]=1.O.C(=O)(O)[O-].[Na+].Cl.NO.C([O-])(=O)C.[Na+].C(N1C=CN=C1)([N:73]1C=CN=C1)=O. (4) The reactants are: [O:1]1[C:5]2([CH2:10][CH2:9][CH:8]([CH:11]3[CH2:16][CH2:15][NH:14][CH2:13][CH2:12]3)[CH2:7][CH2:6]2)OCC1.C(=O)(O)[O-].[Na+].[C:22](O[C:22]([O:24][C:25]([CH3:28])([CH3:27])[CH3:26])=[O:23])([O:24][C:25]([CH3:28])([CH3:27])[CH3:26])=[O:23]. Given the product [O:1]=[C:5]1[CH2:6][CH2:7][CH:8]([CH:11]2[CH2:12][CH2:13][N:14]([C:22]([O:24][C:25]([CH3:28])([CH3:27])[CH3:26])=[O:23])[CH2:15][CH2:16]2)[CH2:9][CH2:10]1, predict the reactants needed to synthesize it. (5) Given the product [C:1]([C:5]1[N:9]=[C:8]([O:10][C:11]2[C:16]([CH3:17])=[CH:15][C:14]([N:18]=[CH:19][N:20]([CH2:22][CH3:23])[CH3:21])=[C:13]([CH3:25])[CH:12]=2)[S:7][N:6]=1)([CH3:4])([CH3:3])[CH3:2], predict the reactants needed to synthesize it. The reactants are: [C:1]([C:5]1[N:9]=[C:8]([O:10][C:11]2[C:16]([CH3:17])=[CH:15][C:14]([N:18]=[CH:19][N:20]([CH:22](C)[CH3:23])[CH3:21])=[C:13]([CH3:25])[CH:12]=2)[S:7][N:6]=1)([CH3:4])([CH3:3])[CH3:2].C(C1N=C(OC2C(C)=CC(/N=C/N3CCCCC3)=C(C)C=2)SN=1)(C)(C)C.C(C1N=C(OC2C(C(F)(F)F)=CC(/N=C/N3CCCCC3)=C(C)C=2)SN=1)(C)(C)C.C(C1N=C(OC2C(C(F)(F)F)=CC(N=CN(CC)C)=C(C)C=2)SN=1)(C)(C)C.C(C1N=C(OC2C(C(F)(F)F)=CC(N=CN(C(C)C)C)=C(C)C=2)SN=1)(C)(C)C.C(C1N=C(OC2C(Cl)=CC(N=CN(C(C)C)C)=C(C)C=2)SN=1)(C)(C)C.C(C1N=C(OC2C(Cl)=CC(N=CN(CC)C)=C(C)C=2)SN=1)(C)(C)C.C(C1N=C(OC2C(Cl)=CC(/N=C/N3CCCCC3)=C(C)C=2)SN=1)(C)(C)C. (6) Given the product [CH3:19][O:18][N:20]=[C:9]1[C:10]2[C:15](=[CH:14][CH:13]=[CH:12][CH:11]=2)[C:5]2([CH2:6][CH2:7][N:2]([CH3:1])[CH2:3][CH2:4]2)[CH2:8]1, predict the reactants needed to synthesize it. The reactants are: [CH3:1][N:2]1[CH2:7][CH2:6][C:5]2([C:15]3[C:10](=[CH:11][CH:12]=[CH:13][CH:14]=3)[C:9](=O)[CH2:8]2)[CH2:4][CH2:3]1.Cl.[O:18]([NH2:20])[CH3:19]. (7) Given the product [CH3:25][C@@:5]12[CH2:6][CH2:7][C@@H:8]3[C@:13]([CH3:22])([CH2:12][CH2:11][CH2:10][C:9]3([CH3:23])[CH3:24])[C@H:14]1[CH2:15][S:16][C:17]1[C:4]2=[C:3]([OH:2])[CH:20]=[C:19]([CH3:21])[CH:18]=1, predict the reactants needed to synthesize it. The reactants are: C[O:2][C:3]1[CH:20]=[C:19]([CH3:21])[CH:18]=[C:17]2[C:4]=1[C@@:5]1([CH3:25])[C@H:14]([CH2:15][S:16]2)[C@:13]2([CH3:22])[C@H:8]([C:9]([CH3:24])([CH3:23])[CH2:10][CH2:11][CH2:12]2)[CH2:7][CH2:6]1.B(Br)(Br)Br. (8) Given the product [O:1]1[C:6]2[CH:7]=[CH:8][C:9]([CH2:11][CH2:12][N:13]3[CH2:14][CH2:15][N:16]([CH2:44][CH:42]([C:39]4[CH:38]=[CH:37][CH:36]=[C:35]5[C:40]=4[CH:41]=[C:32]([O:31][CH3:30])[CH:33]=[N:34]5)[OH:43])[CH2:17][CH2:18]3)=[CH:10][C:5]=2[O:4][CH2:3]1, predict the reactants needed to synthesize it. The reactants are: [O:1]1[C:6]2[CH:7]=[CH:8][C:9]([CH2:11][CH2:12][N:13]3[CH2:18][CH2:17][NH:16][CH2:15][CH2:14]3)=[CH:10][C:5]=2[O:4][CH2:3]C1.O1C2C=CC(C=O)=CC=2OC1.[CH3:30][O:31][C:32]1[CH:33]=[N:34][C:35]2[C:40]([CH:41]=1)=[C:39]([CH:42]1[CH2:44][O:43]1)[CH:38]=[CH:37][CH:36]=2.O1C2C=CC(CCN3CCNCC3)=CC=2OC1.